The task is: Predict the reactants needed to synthesize the given product.. This data is from Full USPTO retrosynthesis dataset with 1.9M reactions from patents (1976-2016). Given the product [Br:3][C:4]1[N:8]([CH3:9])[C:7]([CH2:10][O:11][CH3:13])=[N:6][CH:5]=1, predict the reactants needed to synthesize it. The reactants are: [H-].[Na+].[Br:3][C:4]1[N:8]([CH3:9])[C:7]([CH2:10][OH:11])=[N:6][CH:5]=1.I[CH3:13].